This data is from Full USPTO retrosynthesis dataset with 1.9M reactions from patents (1976-2016). The task is: Predict the reactants needed to synthesize the given product. (1) Given the product [O:1]=[C:2]1[CH2:6][CH:5]([CH2:7][CH2:8][CH3:9])[CH2:4][N:3]1[CH2:10][N:11]1[C:15]([NH:48][C:51](=[O:26])[O:45][CH2:38][C:39]2[CH:44]=[CH:43][CH:42]=[CH:41][CH:40]=2)=[CH:14][N:13]=[CH:12]1, predict the reactants needed to synthesize it. The reactants are: [O:1]=[C:2]1[CH2:6][CH:5]([CH2:7][CH2:8][CH3:9])[CH2:4][N:3]1[CH2:10][N:11]1[C:15](C(O)=O)=[CH:14][N:13]=[CH:12]1.C1(P(N=[N+]=[N-])(C2C=CC=CC=2)=[O:26])C=CC=CC=1.N#N.[CH2:38]([OH:45])[C:39]1[CH:44]=[CH:43][CH:42]=[CH:41][CH:40]=1.CC[N:48]([CH2:51]C)CC. (2) Given the product [CH:11]1([C:15]2[C:17]([C:18]([O:20][CH3:21])=[O:19])=[CH:22][N:9]=[C:8]([S:7][CH3:6])[N:10]=2)[CH2:12][CH2:13][CH2:14]1, predict the reactants needed to synthesize it. The reactants are: S(O)(O)(=O)=O.[CH3:6][S:7][C:8](=[NH:10])[NH2:9].[CH:11]1([C:15](/[C:17](=[CH:22]/N(C)C)/[C:18]([O:20][CH3:21])=[O:19])=O)[CH2:14][CH2:13][CH2:12]1.C([O-])(=O)C.[Na+].O. (3) Given the product [CH3:9][O:10][CH:11]1[CH2:14][N:13]([CH2:6][C:2]2[NH:1][CH:5]=[CH:4][N:3]=2)[CH2:12]1, predict the reactants needed to synthesize it. The reactants are: [NH:1]1[CH:5]=[CH:4][N:3]=[C:2]1[CH:6]=O.Cl.[CH3:9][O:10][CH:11]1[CH2:14][NH:13][CH2:12]1. (4) Given the product [N:23]1[C:1]2[C:7](=[CH:8][CH:9]=[C:11]3[CH:12]=[CH:13][CH:14]=[CH:15][C:16]3=2)[CH:31]=[N:24][CH:22]=1, predict the reactants needed to synthesize it. The reactants are: [C:1]1([CH:7]=[CH:8][C:9]([C:11]2[CH:16]=[CH:15][CH:14]=[CH:13][CH:12]=2)=O)C=CC=CC=1.Cl.BrC1C=C(C=CC=1)[C:22]([NH2:24])=[NH:23].[OH-].[Na+].Cl[C:31]1C(=O)C(C#N)=C(C#N)C(=O)C=1Cl. (5) The reactants are: [NH2:1][C:2]1[C:3]([Cl:9])=[N:4][CH:5]=[CH:6][C:7]=1[CH3:8].C([O-])(=O)C.[K+].[N:15]([O-])=O.[Na+]. Given the product [Cl:9][C:3]1[N:4]=[CH:5][CH:6]=[C:7]2[CH:8]=[N:15][NH:1][C:2]=12, predict the reactants needed to synthesize it. (6) Given the product [CH3:38][O:37][C:30]1[CH:31]=[C:32]([O:35][CH3:36])[CH:33]=[CH:34][C:29]=1[CH2:28][N:27]([CH2:39][C:40]1[CH:45]=[CH:44][C:43]([O:46][CH3:47])=[CH:42][C:41]=1[O:48][CH3:49])[C:25]([C:22]1[N:23]=[CH:24][C:19]([O:12][C:9]2[C:10]3[C:5]([CH:6]=[C:7]([C:13]([O:15][CH2:16][CH3:17])=[O:14])[CH:8]=2)=[N:4][N:3]([CH2:1][CH3:2])[CH:11]=3)=[N:20][CH:21]=1)=[O:26], predict the reactants needed to synthesize it. The reactants are: [CH2:1]([N:3]1[CH:11]=[C:10]2[C:5]([CH:6]=[C:7]([C:13]([O:15][CH2:16][CH3:17])=[O:14])[CH:8]=[C:9]2[OH:12])=[N:4]1)[CH3:2].Cl[C:19]1[N:20]=[CH:21][C:22]([C:25]([N:27]([CH2:39][C:40]2[CH:45]=[CH:44][C:43]([O:46][CH3:47])=[CH:42][C:41]=2[O:48][CH3:49])[CH2:28][C:29]2[CH:34]=[CH:33][C:32]([O:35][CH3:36])=[CH:31][C:30]=2[O:37][CH3:38])=[O:26])=[N:23][CH:24]=1.C(=O)([O-])[O-].[Cs+].[Cs+]. (7) Given the product [CH:8]([C:6]1[N:7]=[C:2]([C:26]2[C:27]3[C:32](=[CH:31][CH:30]=[CH:29][CH:28]=3)[CH:33]=[CH:34][C:25]=2[CH2:24][N:16]([C:10]2[CH:15]=[CH:14][CH:13]=[CH:12][CH:11]=2)[C:17](=[O:23])[O:18][C:19]([CH3:22])([CH3:20])[CH3:21])[CH:3]=[CH:4][CH:5]=1)=[O:9], predict the reactants needed to synthesize it. The reactants are: Br[C:2]1[N:7]=[C:6]([CH:8]=[O:9])[CH:5]=[CH:4][CH:3]=1.[C:10]1([N:16]([CH2:24][C:25]2[CH:34]=[CH:33][C:32]3[C:27](=[CH:28][CH:29]=[CH:30][CH:31]=3)[C:26]=2B2OC(C)(C)C(C)(C)O2)[C:17](=[O:23])[O:18][C:19]([CH3:22])([CH3:21])[CH3:20])[CH:15]=[CH:14][CH:13]=[CH:12][CH:11]=1. (8) Given the product [NH2:17][C:16]1[C:14]2[C:9](=[C:10]([Br:15])[CH:11]=[CH:12][CH:13]=2)[N:8]=[N:7][C:6]=1[C:5]([NH:4][CH:1]1[CH2:3][CH2:2]1)=[O:18], predict the reactants needed to synthesize it. The reactants are: [CH:1]1([NH:4][C:5](=[O:18])[C:6]([C:16]#[N:17])=[N:7][NH:8][C:9]2[CH:14]=[CH:13][CH:12]=[CH:11][C:10]=2[Br:15])[CH2:3][CH2:2]1.[Cl-].[Al+3].[Cl-].[Cl-].[C@H](O)(C([O-])=O)[C@@H](O)C([O-])=O.[Na+].[K+]. (9) Given the product [F:1][C:2]1[C:17]([CH3:18])=[CH:16][C:5]2[N:6]([CH:10]3[CH2:11][CH2:12][N:13]([C:20]4([C:21]#[N:22])[CH2:24][CH2:30][O:25][CH2:26][CH2:23]4)[CH2:14][CH2:15]3)[C:7](=[O:9])[NH:8][C:4]=2[CH:3]=1, predict the reactants needed to synthesize it. The reactants are: [F:1][C:2]1[C:17]([CH3:18])=[CH:16][C:5]2[N:6]([CH:10]3[CH2:15][CH2:14][NH:13][CH2:12][CH2:11]3)[C:7](=[O:9])[NH:8][C:4]=2[CH:3]=1.O[C:20]([CH3:24])([CH3:23])[C:21]#[N:22].[O:25]1[CH2:30]CC(=O)C[CH2:26]1. (10) Given the product [CH:20]([C:17]1[CH:18]=[CH:19][C:14]([CH:13]2[CH2:12][O:11][C:10]3[C:23]4[C:28]([CH:7]=[C:8]([CH3:29])[C:9]2=3)=[CH:27][CH:26]=[CH:25][CH:24]=4)=[CH:15][CH:16]=1)([CH3:22])[CH3:21], predict the reactants needed to synthesize it. The reactants are: FC(F)(F)S(O[C:7]1[C:28]2[C:23](=[CH:24][CH:25]=[CH:26][CH:27]=2)[C:10]2[O:11][CH2:12][CH:13]([C:14]3[CH:19]=[CH:18][C:17]([CH:20]([CH3:22])[CH3:21])=[CH:16][CH:15]=3)[C:9]=2[C:8]=1[CH3:29])(=O)=O.C1(P(C2C=CC=CC=2)CCCP(C2C=CC=CC=2)C2C=CC=CC=2)C=CC=CC=1.C(N(CCCC)CCCC)CCC.C(O)=O.